This data is from Forward reaction prediction with 1.9M reactions from USPTO patents (1976-2016). The task is: Predict the product of the given reaction. Given the reactants Br[C:2]1[C:11]2[C:6](=[CH:7][CH:8]=[CH:9][CH:10]=2)[C:5]([C:8]2[CH:9]=[CH:10][C:11]3[C:6](=[CH:5][CH:4]=[CH:3][CH:2]=3)[CH:7]=2)=[CH:4][CH:3]=1.[CH3:22][CH2:23][CH2:24][CH2:25][CH2:26][CH3:27].[CH2:28]([Li])[CH2:29][CH2:30][CH3:31].[B:33](OC(C)C)([O:38]C(C)C)[O:34]C(C)C.Cl, predict the reaction product. The product is: [CH:24]1[C:23]2[C:28](=[CH:29][CH:30]=[CH:31][CH:22]=2)[CH:27]=[CH:26][C:25]=1[C:5]1[C:6]2[C:11](=[CH:10][CH:9]=[CH:8][CH:7]=2)[C:2]([B:33]([OH:38])[OH:34])=[CH:3][CH:4]=1.